Dataset: Reaction yield outcomes from USPTO patents with 853,638 reactions. Task: Predict the reaction yield, written as a fraction of the theoretical maximum amount of product (1.0 means a 100% yield; for example, 0.34 means a 34% yield). (1) The catalyst is [Cu]I.C([O-])(=O)C.[Pd+2].C([O-])(=O)C. The reactants are Br[C:2]1[CH:3]=[C:4]2[C:9](=[CH:10][CH:11]=1)[N:8]=[CH:7][CH:6]=[CH:5]2.[CH2:12]([O:14][CH:15]([O:18][CH2:19][CH3:20])[C:16]#[CH:17])[CH3:13].C(N(CC)CC)C.C1(P(C2C=CC=CC=2)C2C=CC=CC=2)C=CC=CC=1.CN(C)C=O. The product is [CH2:12]([O:14][CH:15]([O:18][CH2:19][CH3:20])[C:16]#[C:17][C:2]1[CH:3]=[C:4]2[C:9](=[CH:10][CH:11]=1)[N:8]=[CH:7][CH:6]=[CH:5]2)[CH3:13]. The yield is 0.990. (2) The reactants are Cl[C:2]1[N:3]=[C:4]([N:15]2[CH2:20][CH2:19][O:18][CH2:17][CH2:16]2)[C:5]2[S:10][C:9]([CH2:11][NH:12][CH3:13])=[C:8]([CH3:14])[C:6]=2[N:7]=1.[C:21](Cl)(=[O:23])[CH3:22].CC1(C)C(C)(C)OB([C:33]2[CH:41]=[CH:40][CH:39]=[C:38]3[C:34]=2[CH:35]=[N:36][NH:37]3)O1. No catalyst specified. The product is [NH:37]1[C:38]2[C:34](=[C:33]([C:2]3[N:3]=[C:4]([N:15]4[CH2:20][CH2:19][O:18][CH2:17][CH2:16]4)[C:5]4[S:10][C:9]([CH2:11][N:12]([CH3:13])[C:21](=[O:23])[CH3:22])=[C:8]([CH3:14])[C:6]=4[N:7]=3)[CH:41]=[CH:40][CH:39]=2)[CH:35]=[N:36]1. The yield is 0.400.